This data is from Reaction yield outcomes from USPTO patents with 853,638 reactions. The task is: Predict the reaction yield, written as a fraction of the theoretical maximum amount of product (1.0 means a 100% yield; for example, 0.34 means a 34% yield). (1) The reactants are [Br:1][C:2]1[C:7]([OH:8])=[CH:6][CH:5]=[C:4]([CH2:9][OH:10])[N:3]=1.C([O-])([O-])=O.[K+].[K+].Br[CH2:18][CH2:19][O:20][Si:21]([C:24]([CH3:27])([CH3:26])[CH3:25])([CH3:23])[CH3:22]. The catalyst is CN(C=O)C. The product is [Br:1][C:2]1[N:3]=[C:4]([CH2:9][OH:10])[CH:5]=[CH:6][C:7]=1[O:8][CH2:18][CH2:19][O:20][Si:21]([C:24]([CH3:27])([CH3:26])[CH3:25])([CH3:23])[CH3:22]. The yield is 0.840. (2) No catalyst specified. The reactants are [CH3:1][O:2][C:3]1[CH:8]=[CH:7][C:6]([S:9]([N:12]2[C:20]3[C:15](=[CH:16][C:17]([N:21]4[CH2:26][CH2:25][N:24](CC5C=CC=CC=5)[CH2:23][CH2:22]4)=[CH:18][CH:19]=3)[CH:14]=[CH:13]2)(=[O:11])=[O:10])=[CH:5][CH:4]=1.C(Cl)[Cl:35]. The product is [ClH:35].[CH3:1][O:2][C:3]1[CH:4]=[CH:5][C:6]([S:9]([N:12]2[C:20]3[C:15](=[CH:16][C:17]([N:21]4[CH2:26][CH2:25][NH:24][CH2:23][CH2:22]4)=[CH:18][CH:19]=3)[CH:14]=[CH:13]2)(=[O:11])=[O:10])=[CH:7][CH:8]=1. The yield is 1.00. (3) The reactants are F[C:2]1([O:9][C:10]#[C:11][CH3:12])[CH:7]=[C:6]([F:8])[CH:5]=[CH:4][CH2:3]1.[F:13]C1C=C(O)C=C(F)C=1. No catalyst specified. The product is [F:8][C:6]1[CH:7]=[C:2]([O:9][CH2:10][C:11]#[CH:12])[CH:3]=[C:4]([F:13])[CH:5]=1. The yield is 0.670. (4) The reactants are [O:1]=[C:2]1[CH2:10][C:9]2[C:4](=[CH:5][C:6]([C:11]([C:13]3[CH:18]=[CH:17][C:16]([NH:19][C:20](=[O:22])[CH3:21])=[CH:15][CH:14]=3)=[O:12])=[CH:7][CH:8]=2)[NH:3]1.[CH:23](OCC)=[O:24].[O-]CC.[Na+].Cl. The catalyst is C(O)C. The product is [OH:24][CH:23]=[C:10]1[C:9]2[C:4](=[CH:5][C:6]([C:11]([C:13]3[CH:18]=[CH:17][C:16]([NH:19][C:20](=[O:22])[CH3:21])=[CH:15][CH:14]=3)=[O:12])=[CH:7][CH:8]=2)[NH:3][C:2]1=[O:1]. The yield is 0.680. (5) The reactants are C(=O)([O-])[O-].[K+].[K+].[CH3:7][N:8]=[C:9]=[O:10].[CH2:11]([C:13]1[NH:17][N:16]=[C:15]([O:18][C:19]2[CH:24]=[CH:23][C:22]([C:25]([F:28])([F:27])[F:26])=[CH:21][C:20]=2[N+:29]([O-:31])=[O:30])[CH:14]=1)[CH3:12].Cl. The catalyst is C(OCC)(=O)C. The product is [CH3:7][NH:8][C:9]([N:17]1[C:13]([CH2:11][CH3:12])=[CH:14][C:15]([O:18][C:19]2[CH:24]=[CH:23][C:22]([C:25]([F:28])([F:27])[F:26])=[CH:21][C:20]=2[N+:29]([O-:31])=[O:30])=[N:16]1)=[O:10]. The yield is 0.380. (6) The reactants are [NH:1]([C:5]1[S:6][C:7]([S:10][C:11]#N)=[CH:8][N:9]=1)[C:2]([CH3:4])=[O:3].SC[C@H]([C@@H](CS)O)O.BrC[C:23]([O:25][C:26]([CH3:29])([CH3:28])[CH3:27])=[O:24].C(=O)([O-])[O-].[K+].[K+]. The catalyst is CO.CN(C=O)C.O. The product is [CH3:27][C:26]([O:25][C:23](=[O:24])[CH2:11][S:10][C:7]1[S:6][C:5]([NH:1][C:2](=[O:3])[CH3:4])=[N:9][CH:8]=1)([CH3:29])[CH3:28]. The yield is 0.870. (7) The reactants are [CH3:1][C:2]1[C:6]([CH3:7])=[C:5]([C:8]([OH:10])=O)[NH:4][N:3]=1.F[P-](F)(F)(F)(F)F.N1(O[P+](N2CCCC2)(N2CCCC2)N2CCCC2)C2C=CC=CC=2N=N1.Cl.[I:45][C:46]1[NH:55][C:49]2=[N:50][CH:51]=[C:52]([NH2:54])[CH:53]=[C:48]2[CH:47]=1.C(N(CC)C(C)C)(C)C. The catalyst is CC(N(C)C)=O.O. The product is [I:45][C:46]1[NH:55][C:49]2=[N:50][CH:51]=[C:52]([NH:54][C:8]([C:5]3[NH:4][N:3]=[C:2]([CH3:1])[C:6]=3[CH3:7])=[O:10])[CH:53]=[C:48]2[CH:47]=1. The yield is 0.960. (8) The reactants are [C:1]([C:9]1[CH:14]=[CH:13][CH:12]=[CH:11][CH:10]=1)(=O)[C:2]1[CH:7]=[CH:6][CH:5]=[CH:4][CH:3]=1.[OH:15][C@H:16]1[CH2:20][CH2:19][NH:18][CH2:17]1.[OH-].[Na+]. The catalyst is O1CCCC1.CC(C)[O-].CC(C)[O-].CC(C)[O-].CC(C)[O-].[Ti+4]. The product is [C:2]1([CH:1]([C:9]2[CH:14]=[CH:13][CH:12]=[CH:11][CH:10]=2)[N:18]2[CH2:19][CH2:20][C@H:16]([OH:15])[CH2:17]2)[CH:7]=[CH:6][CH:5]=[CH:4][CH:3]=1. The yield is 0.612.